Task: Predict which catalyst facilitates the given reaction.. Dataset: Catalyst prediction with 721,799 reactions and 888 catalyst types from USPTO (1) Reactant: [NH2:1][C:2]1[CH:7]=[CH:6][C:5]([NH:8][C:9](=[O:28])[NH:10][C:11]2[CH:27]=[CH:26][C:14]([O:15][C:16]3[CH:21]=[CH:20][N:19]=[C:18]([C:22]([NH:24][CH3:25])=[O:23])[CH:17]=3)=[CH:13][CH:12]=2)=[CH:4][C:3]=1[C:29]([F:32])([F:31])[F:30].N1C=CC=CC=1.[C:39](Cl)(=[O:42])[CH:40]=[CH2:41]. Product: [C:39]([NH:1][C:2]1[CH:7]=[CH:6][C:5]([NH:8][C:9](=[O:28])[NH:10][C:11]2[CH:27]=[CH:26][C:14]([O:15][C:16]3[CH:21]=[CH:20][N:19]=[C:18]([C:22]([NH:24][CH3:25])=[O:23])[CH:17]=3)=[CH:13][CH:12]=2)=[CH:4][C:3]=1[C:29]([F:32])([F:30])[F:31])(=[O:42])[CH:40]=[CH2:41]. The catalyst class is: 3. (2) Reactant: [CH2:1]([O:4][C:5]1([CH3:36])[CH2:10][CH2:9][N:8]([C:11]2[N:16]3[N:17]=[C:18]([CH2:20][N:21]=[N+:22]=[N-:23])[CH:19]=[C:15]3[N:14]=[C:13]([CH3:24])[C:12]=2[C@H:25]([O:31][C:32]([CH3:35])([CH3:34])[CH3:33])[C:26]([O:28][CH2:29][CH3:30])=[O:27])[CH2:7][CH2:6]1)[CH:2]=[CH2:3].[CH2:37]([O:40][CH:41]([CH2:44][CH:45]([CH3:47])[CH3:46])[C:42]#[CH:43])[CH:38]=[CH2:39].O=C1O[C@H]([C@H](CO)O)C([O-])=C1O.[Na+]. Product: [CH2:37]([O:40][CH:41]([C:42]1[N:23]=[N:22][N:21]([CH2:20][C:18]2[CH:19]=[C:15]3[N:14]=[C:13]([CH3:24])[C:12]([C@H:25]([O:31][C:32]([CH3:35])([CH3:34])[CH3:33])[C:26]([O:28][CH2:29][CH3:30])=[O:27])=[C:11]([N:8]4[CH2:9][CH2:10][C:5]([O:4][CH2:1][CH:2]=[CH2:3])([CH3:36])[CH2:6][CH2:7]4)[N:16]3[N:17]=2)[CH:43]=1)[CH2:44][CH:45]([CH3:47])[CH3:46])[CH:38]=[CH2:39]. The catalyst class is: 5. (3) Reactant: [Cl:1][C:2]1[C:3](F)=[C:4]([F:30])[CH:5]=[C:6]2[C:11]=1[N:10]([C:12]1[CH:17]=[CH:16][C:15]([CH2:18][N:19]3[CH2:23][CH2:22][CH2:21][CH2:20]3)=[CH:14][CH:13]=1)[CH:9]=[C:8]([C:24]([O:26][CH2:27][CH3:28])=[O:25])[C:7]2=[O:29].N1C=C[CH:35]=[CH:34][C:33]=1[C:38]1C=CC=C[C:39]=1[N:44]1[CH2:49][CH2:48][NH:47][CH2:46][CH2:45]1.CC[N:52](C(C)C)C(C)C. Product: [Cl:1][C:2]1[C:3]([N:47]2[CH2:48][CH2:49][N:44]([C:39]3[CH:38]=[CH:33][CH:34]=[CH:35][N:52]=3)[CH2:45][CH2:46]2)=[C:4]([F:30])[CH:5]=[C:6]2[C:11]=1[N:10]([C:12]1[CH:17]=[CH:16][C:15]([CH2:18][N:19]3[CH2:23][CH2:22][CH2:21][CH2:20]3)=[CH:14][CH:13]=1)[CH:9]=[C:8]([C:24]([O:26][CH2:27][CH3:28])=[O:25])[C:7]2=[O:29]. The catalyst class is: 16.